From a dataset of Reaction yield outcomes from USPTO patents with 853,638 reactions. Predict the reaction yield, written as a fraction of the theoretical maximum amount of product (1.0 means a 100% yield; for example, 0.34 means a 34% yield). The reactants are [NH2:1][C:2]1[CH:3]=[C:4]([C:9]2[CH:10]=[CH:11][C:12]3[N:13]([CH:15]=[C:16]([NH:18][C:19](=[O:21])[CH3:20])[N:17]=3)[N:14]=2)[CH:5]=[N:6][C:7]=1[Cl:8].[Cl:22][C:23]1[CH:28]=[CH:27][CH:26]=[C:25]([CH3:29])[C:24]=1[S:30](Cl)(=[O:32])=[O:31]. The catalyst is N1C=CC=CC=1. The product is [Cl:8][C:7]1[N:6]=[CH:5][C:4]([C:9]2[CH:10]=[CH:11][C:12]3[N:13]([CH:15]=[C:16]([NH:18][C:19](=[O:21])[CH3:20])[N:17]=3)[N:14]=2)=[CH:3][C:2]=1[NH:1][S:30]([C:24]1[C:25]([CH3:29])=[CH:26][CH:27]=[CH:28][C:23]=1[Cl:22])(=[O:31])=[O:32]. The yield is 0.410.